This data is from Catalyst prediction with 721,799 reactions and 888 catalyst types from USPTO. The task is: Predict which catalyst facilitates the given reaction. (1) Reactant: [N:1]1[C:9]2[C:4](=[N:5][CH:6]=[CH:7][CH:8]=2)[N:3]([CH2:10][C:11]2[CH:22]=[CH:21][C:14]3[N:15]=[C:16](S(C)=O)[O:17][C:13]=3[CH:12]=2)[CH:2]=1.[NH2:23][C@@H:24]1[CH2:29][CH2:28][CH2:27][CH2:26][C@H:25]1[OH:30].CCN(C(C)C)C(C)C. Product: [N:1]1[C:9]2[C:4](=[N:5][CH:6]=[CH:7][CH:8]=2)[N:3]([CH2:10][C:11]2[CH:22]=[CH:21][C:14]3[N:15]=[C:16]([NH:23][C@@H:24]4[CH2:29][CH2:28][CH2:27][CH2:26][C@H:25]4[OH:30])[O:17][C:13]=3[CH:12]=2)[CH:2]=1. The catalyst class is: 44. (2) Reactant: C(NC(C)C)(C)C.C([Li])CCC.[CH3:13][C:14]1[N:22]=[CH:21][CH:20]=[CH:19][C:15]=1[C:16]([OH:18])=[O:17].[F:23][C:24]1[CH:25]=[C:26]([CH:29]=[CH:30][CH:31]=1)[CH2:27]Br. Product: [F:23][C:24]1[CH:25]=[C:26]([CH2:27][CH2:13][C:14]2[N:22]=[CH:21][CH:20]=[CH:19][C:15]=2[C:16]([OH:18])=[O:17])[CH:29]=[CH:30][CH:31]=1. The catalyst class is: 7.